From a dataset of Full USPTO retrosynthesis dataset with 1.9M reactions from patents (1976-2016). Predict the reactants needed to synthesize the given product. Given the product [C:18]([O:17][C:15]([N:12]1[CH2:13][CH2:14][CH:9]([O:8][C:5]2[CH:6]=[N:7][C:2]([N:22]3[C:30]4[C:25](=[CH:26][C:27]([NH:31][C:32]([O:33][CH:34]([CH3:36])[CH3:35])=[O:37])=[CH:28][CH:29]=4)[CH:24]=[CH:23]3)=[CH:3][CH:4]=2)[CH2:10][CH2:11]1)=[O:16])([CH3:21])([CH3:20])[CH3:19], predict the reactants needed to synthesize it. The reactants are: Cl[C:2]1[N:7]=[CH:6][C:5]([O:8][CH:9]2[CH2:14][CH2:13][N:12]([C:15]([O:17][C:18]([CH3:21])([CH3:20])[CH3:19])=[O:16])[CH2:11][CH2:10]2)=[CH:4][CH:3]=1.[NH:22]1[C:30]2[C:25](=[CH:26][C:27]([NH:31][C:32](=[O:37])[O:33][CH:34]([CH3:36])[CH3:35])=[CH:28][CH:29]=2)[CH:24]=[CH:23]1.